This data is from NCI-60 drug combinations with 297,098 pairs across 59 cell lines. The task is: Regression. Given two drug SMILES strings and cell line genomic features, predict the synergy score measuring deviation from expected non-interaction effect. (1) Drug 1: C1=CC(=CC=C1CC(C(=O)O)N)N(CCCl)CCCl.Cl. Drug 2: C1=NC2=C(N1)C(=S)N=CN2. Cell line: HOP-92. Synergy scores: CSS=14.7, Synergy_ZIP=-13.6, Synergy_Bliss=-18.8, Synergy_Loewe=-28.0, Synergy_HSA=-16.3. (2) Drug 1: C1=CC=C(C=C1)NC(=O)CCCCCCC(=O)NO. Drug 2: C(CCl)NC(=O)N(CCCl)N=O. Cell line: NCI-H522. Synergy scores: CSS=16.7, Synergy_ZIP=1.05, Synergy_Bliss=8.93, Synergy_Loewe=1.72, Synergy_HSA=4.38. (3) Drug 1: C1=CN(C=N1)CC(O)(P(=O)(O)O)P(=O)(O)O. Drug 2: B(C(CC(C)C)NC(=O)C(CC1=CC=CC=C1)NC(=O)C2=NC=CN=C2)(O)O. Cell line: U251. Synergy scores: CSS=16.5, Synergy_ZIP=-0.652, Synergy_Bliss=-1.39, Synergy_Loewe=-39.4, Synergy_HSA=-1.32. (4) Drug 1: CN(CC1=CN=C2C(=N1)C(=NC(=N2)N)N)C3=CC=C(C=C3)C(=O)NC(CCC(=O)O)C(=O)O. Drug 2: CN(CCCl)CCCl.Cl. Cell line: MDA-MB-231. Synergy scores: CSS=13.8, Synergy_ZIP=-3.43, Synergy_Bliss=-2.70, Synergy_Loewe=-2.78, Synergy_HSA=-2.43. (5) Drug 1: COC1=CC(=CC(=C1O)OC)C2C3C(COC3=O)C(C4=CC5=C(C=C24)OCO5)OC6C(C(C7C(O6)COC(O7)C8=CC=CS8)O)O. Drug 2: C1=CN(C(=O)N=C1N)C2C(C(C(O2)CO)O)O.Cl. Cell line: SNB-19. Synergy scores: CSS=54.7, Synergy_ZIP=-4.90, Synergy_Bliss=-0.894, Synergy_Loewe=-1.27, Synergy_HSA=3.22. (6) Drug 1: CC1=C(C=C(C=C1)NC2=NC=CC(=N2)N(C)C3=CC4=NN(C(=C4C=C3)C)C)S(=O)(=O)N.Cl. Drug 2: CCCCC(=O)OCC(=O)C1(CC(C2=C(C1)C(=C3C(=C2O)C(=O)C4=C(C3=O)C=CC=C4OC)O)OC5CC(C(C(O5)C)O)NC(=O)C(F)(F)F)O. Cell line: K-562. Synergy scores: CSS=8.39, Synergy_ZIP=-2.09, Synergy_Bliss=1.86, Synergy_Loewe=1.83, Synergy_HSA=2.60. (7) Drug 1: C1=NC2=C(N=C(N=C2N1C3C(C(C(O3)CO)O)O)F)N. Synergy scores: CSS=0.840, Synergy_ZIP=-1.30, Synergy_Bliss=-2.12, Synergy_Loewe=-3.35, Synergy_HSA=-1.79. Drug 2: CN1C2=C(C=C(C=C2)N(CCCl)CCCl)N=C1CCCC(=O)O.Cl. Cell line: UACC62. (8) Drug 1: CC1=C(C(CCC1)(C)C)C=CC(=CC=CC(=CC(=O)O)C)C. Drug 2: C1=CN(C=N1)CC(O)(P(=O)(O)O)P(=O)(O)O. Cell line: HOP-92. Synergy scores: CSS=2.90, Synergy_ZIP=2.77, Synergy_Bliss=7.94, Synergy_Loewe=2.32, Synergy_HSA=2.48.